From a dataset of Catalyst prediction with 721,799 reactions and 888 catalyst types from USPTO. Predict which catalyst facilitates the given reaction. (1) Reactant: [CH3:1][C:2]([C:6]1[CH:11]=[CH:10][CH:9]=[C:8]([N+:12]([O-])=O)[CH:7]=1)([CH3:5])[C:3]#[N:4]. Product: [NH2:12][C:8]1[CH:7]=[C:6]([C:2]([CH3:5])([CH3:1])[C:3]#[N:4])[CH:11]=[CH:10][CH:9]=1. The catalyst class is: 19. (2) Reactant: [N:1]([O-])=O.[Na+].[NH2:5][C:6]1[CH:7]=[N:8][C:9]2[C:14]([C:15]=1[C:16]([C:18]1[CH:25]=[CH:24][C:21]([C:22]#[N:23])=[CH:20][CH:19]=1)=O)=[CH:13][C:12]([O:26][CH2:27][C:28]1[CH:33]=[CH:32][CH:31]=[CH:30][CH:29]=1)=[C:11]([O:34][CH3:35])[CH:10]=2.O.O.[Sn](Cl)Cl. Product: [CH2:27]([O:26][C:12]1[C:11]([O:34][CH3:35])=[CH:10][C:9]2[N:8]=[CH:7][C:6]3[NH:5][N:1]=[C:16]([C:18]4[CH:19]=[CH:20][C:21]([C:22]#[N:23])=[CH:24][CH:25]=4)[C:15]=3[C:14]=2[CH:13]=1)[C:28]1[CH:29]=[CH:30][CH:31]=[CH:32][CH:33]=1. The catalyst class is: 223.